This data is from Reaction yield outcomes from USPTO patents with 853,638 reactions. The task is: Predict the reaction yield, written as a fraction of the theoretical maximum amount of product (1.0 means a 100% yield; for example, 0.34 means a 34% yield). (1) The yield is 0.990. The reactants are [F:1][C:2]1[CH:9]=[C:8]([NH:10][C:11]2[CH:16]=[CH:15][C:14]([O:17][CH3:18])=[CH:13][C:12]=2[C:19]([F:22])([F:21])[F:20])[CH:7]=[CH:6][C:3]=1[C:4]#[N:5]. The catalyst is N.[Ni]. The product is [F:1][C:2]1[CH:9]=[C:8]([NH:10][C:11]2[CH:16]=[CH:15][C:14]([O:17][CH3:18])=[CH:13][C:12]=2[C:19]([F:20])([F:21])[F:22])[CH:7]=[CH:6][C:3]=1[CH2:4][NH2:5]. (2) The yield is 0.570. The reactants are [Br:1][C:2]1[S:3][C:4](Br)=[CH:5][CH:6]=1.C([Li])CCC.[C:13](=[O:15])=[O:14]. The product is [Br:1][C:2]1[S:3][C:4]([C:13]([OH:15])=[O:14])=[CH:5][CH:6]=1. The catalyst is C1COCC1.